This data is from Reaction yield outcomes from USPTO patents with 853,638 reactions. The task is: Predict the reaction yield, written as a fraction of the theoretical maximum amount of product (1.0 means a 100% yield; for example, 0.34 means a 34% yield). The reactants are [Br:1][C:2]1[CH:7]=[CH:6][N:5]=[C:4]2[N:8]([S:18]([C:21]3[CH:26]=[CH:25][CH:24]=[CH:23][CH:22]=3)(=[O:20])=[O:19])[C:9](I)([C:11]3[CH:12]=[N:13][CH:14]=[CH:15][CH:16]=3)[CH2:10][C:3]=12.N1C=CC=C(B(O)O)C=1.C(=O)([O-])[O-].[Na+].[Na+]. The catalyst is [Pd].C1(P(C2C=CC=CC=2)C2C=CC=CC=2)C=CC=CC=1.C1(P(C2C=CC=CC=2)C2C=CC=CC=2)C=CC=CC=1.C1(P(C2C=CC=CC=2)C2C=CC=CC=2)C=CC=CC=1.C1(P(C2C=CC=CC=2)C2C=CC=CC=2)C=CC=CC=1.O1CCOCC1. The product is [Br:1][C:2]1[CH:7]=[CH:6][N:5]=[C:4]2[N:8]([S:18]([C:21]3[CH:22]=[CH:23][CH:24]=[CH:25][CH:26]=3)(=[O:20])=[O:19])[C:9]([C:11]3[CH:12]=[N:13][CH:14]=[CH:15][CH:16]=3)=[CH:10][C:3]=12. The yield is 0.500.